From a dataset of Merck oncology drug combination screen with 23,052 pairs across 39 cell lines. Regression. Given two drug SMILES strings and cell line genomic features, predict the synergy score measuring deviation from expected non-interaction effect. (1) Drug 1: CC(=O)OC1C(=O)C2(C)C(O)CC3OCC3(OC(C)=O)C2C(OC(=O)c2ccccc2)C2(O)CC(OC(=O)C(O)C(NC(=O)c3ccccc3)c3ccccc3)C(C)=C1C2(C)C. Drug 2: Cn1c(=O)n(-c2ccc(C(C)(C)C#N)cc2)c2c3cc(-c4cnc5ccccc5c4)ccc3ncc21. Cell line: NCIH2122. Synergy scores: synergy=-281. (2) Drug 1: N.N.O=C(O)C1(C(=O)O)CCC1.[Pt]. Drug 2: CCc1cnn2c(NCc3ccc[n+]([O-])c3)cc(N3CCCCC3CCO)nc12. Cell line: ES2. Synergy scores: synergy=-11.3. (3) Drug 1: O=S1(=O)NC2(CN1CC(F)(F)F)C1CCC2Cc2cc(C=CCN3CCC(C(F)(F)F)CC3)ccc2C1. Drug 2: NC1(c2ccc(-c3nc4ccn5c(=O)[nH]nc5c4cc3-c3ccccc3)cc2)CCC1. Cell line: MDAMB436. Synergy scores: synergy=11.2. (4) Drug 1: O=P1(N(CCCl)CCCl)NCCCO1. Drug 2: O=C(CCCCCCC(=O)Nc1ccccc1)NO. Cell line: UWB1289BRCA1. Synergy scores: synergy=3.01. (5) Drug 1: O=c1[nH]cc(F)c(=O)[nH]1. Drug 2: N#Cc1ccc(Cn2cncc2CN2CCN(c3cccc(Cl)c3)C(=O)C2)cc1. Cell line: MSTO. Synergy scores: synergy=1.03. (6) Drug 1: COC1CC2CCC(C)C(O)(O2)C(=O)C(=O)N2CCCCC2C(=O)OC(C(C)CC2CCC(OP(C)(C)=O)C(OC)C2)CC(=O)C(C)C=C(C)C(O)C(OC)C(=O)C(C)CC(C)C=CC=CC=C1C. Drug 2: NC1CCCCC1N.O=C(O)C(=O)O.[Pt+2]. Cell line: RKO. Synergy scores: synergy=-3.77.